Dataset: Catalyst prediction with 721,799 reactions and 888 catalyst types from USPTO. Task: Predict which catalyst facilitates the given reaction. (1) Reactant: [CH3:1][C:2]1[C:3]2[N:4]([C:8]([N:11]3[CH2:16][CH2:15][N:14](C(OCC4C=CC=CC=4)=O)[CH2:13][CH2:12]3)=[N:9][CH:10]=2)[CH:5]=[CH:6][N:7]=1.[ClH:27]. Product: [ClH:27].[CH3:1][C:2]1[C:3]2[N:4]([C:8]([N:11]3[CH2:16][CH2:15][NH:14][CH2:13][CH2:12]3)=[N:9][CH:10]=2)[CH:5]=[CH:6][N:7]=1. The catalyst class is: 6. (2) Reactant: BrC1C=CC(O)=C(C2C=[CH:16][C:15]3[C:10](=[CH:11][CH:12]=[C:13]([C:18]4[N:22]([CH:23]5[CH2:28][CH2:27][CH2:26][CH2:25][CH2:24]5)[C:21]5[CH:29]=[CH:30][C:31]([C:33]([OH:35])=[O:34])=[CH:32][C:20]=5[N:19]=4)[CH:14]=3)[N:9]=2)C=1.C(OC(C1C=CC2N(C3CCCCC3)C(C3C=CC(N)=C(C=O)C=3)=NC=2C=1)=O)C.[CH:66]1([C:72]2[CH:77]=[CH:76][C:75]([O:78][CH3:79])=[CH:74][C:73]=2[C:80](=O)[CH3:81])[CH2:71][CH2:70][CH2:69][CH2:68][CH2:67]1.[OH-].[K+]. Product: [CH:23]1([N:22]2[C:21]3[CH:29]=[CH:30][C:31]([C:33]([OH:35])=[O:34])=[CH:32][C:20]=3[N:19]=[C:18]2[C:13]2[CH:14]=[C:15]3[C:10](=[CH:11][CH:12]=2)[N:9]=[C:80]([C:73]2[CH:74]=[C:75]([O:78][CH3:79])[CH:76]=[CH:77][C:72]=2[CH:66]2[CH2:71][CH2:70][CH2:69][CH2:68][CH2:67]2)[CH:81]=[CH:16]3)[CH2:24][CH2:25][CH2:26][CH2:27][CH2:28]1. The catalyst class is: 8.